This data is from Reaction yield outcomes from USPTO patents with 853,638 reactions. The task is: Predict the reaction yield, written as a fraction of the theoretical maximum amount of product (1.0 means a 100% yield; for example, 0.34 means a 34% yield). (1) The reactants are [C:1]([C:4]1[CH:13]=[C:8]([C:9]([O:11][CH3:12])=[O:10])[C:7]([OH:14])=[CH:6][CH:5]=1)(=[O:3])[CH3:2].C(=O)([O-])[O-].[K+].[K+].[CH2:21](Br)[C:22]1[CH:27]=[CH:26][CH:25]=[CH:24][CH:23]=1. The catalyst is C(#N)C. The product is [CH3:12][O:11][C:9](=[O:10])[C:8]1[CH:13]=[C:4]([C:1](=[O:3])[CH3:2])[CH:5]=[CH:6][C:7]=1[O:14][CH2:21][C:22]1[CH:27]=[CH:26][CH:25]=[CH:24][CH:23]=1. The yield is 1.00. (2) The reactants are [CH2:1]([Zn]CC)C.[Br:6][C:7]1[CH:12]=[C:11]([F:13])[CH:10]=[CH:9][C:8]=1[O:14][CH:15]=[CH2:16].ICI. The catalyst is ClC(Cl)C. The product is [Br:6][C:7]1[CH:12]=[C:11]([F:13])[CH:10]=[CH:9][C:8]=1[O:14][CH:15]1[CH2:1][CH2:16]1. The yield is 0.0900.